From a dataset of Catalyst prediction with 721,799 reactions and 888 catalyst types from USPTO. Predict which catalyst facilitates the given reaction. (1) Reactant: [F:1][C:2]1[C:7]([O:8][C:9]([F:12])([F:11])[F:10])=[CH:6][CH:5]=[CH:4][C:3]=1[CH:13]1[CH2:18][CH2:17][NH:16][CH2:15][CH2:14]1.C(=O)([O-])[O-].[K+].[K+].I[CH2:26][CH3:27]. Product: [CH2:26]([N:16]1[CH2:15][CH2:14][CH:13]([C:3]2[CH:4]=[CH:5][CH:6]=[C:7]([O:8][C:9]([F:10])([F:11])[F:12])[C:2]=2[F:1])[CH2:18][CH2:17]1)[CH3:27]. The catalyst class is: 10. (2) Reactant: Br[C:2]1[CH:7]=[CH:6][C:5]([O:8][CH3:9])=[CH:4][C:3]=1[CH3:10].[Li]C(C)(C)C.[CH3:16][CH:17]1[CH2:22][CH2:21][O:20][C:18]1=[O:19]. Product: [CH3:9][O:8][C:5]1[CH:6]=[CH:7][C:2]([C:18](=[O:19])[CH:17]([CH3:16])[CH2:22][CH2:21][OH:20])=[C:3]([CH3:10])[CH:4]=1. The catalyst class is: 1. (3) Reactant: [Cl:1][C:2]1[CH:7]=[CH:6][C:5]([N+:8]([O-:10])=[O:9])=[C:4]([CH2:11]Cl)[CH:3]=1.Cl.[CH2:14]([O:16][C:17](=[O:20])[CH2:18][NH2:19])[CH3:15].C(N(CC)CC)C. Product: [CH2:14]([O:16][C:17](=[O:20])[CH2:18][NH:19][CH2:11][C:4]1[CH:3]=[C:2]([Cl:1])[CH:7]=[CH:6][C:5]=1[N+:8]([O-:10])=[O:9])[CH3:15]. The catalyst class is: 8. (4) Reactant: [NH2:1][C:2]1[CH:7]=[CH:6][C:5]([B:8]2[O:16][C:13]([CH3:15])([CH3:14])[C:10]([CH3:12])([CH3:11])[O:9]2)=[CH:4][C:3]=1[O:17][CH3:18].C.Cl[C:21](OC(Cl)(Cl)Cl)=[O:22]. Product: [N:1]([C:2]1[CH:7]=[CH:6][C:5]([B:8]2[O:9][C:10]([CH3:12])([CH3:11])[C:13]([CH3:14])([CH3:15])[O:16]2)=[CH:4][C:3]=1[O:17][CH3:18])=[C:21]=[O:22]. The catalyst class is: 13. (5) Reactant: [CH:1]1([NH:5][C:6](=[O:29])[NH:7][C:8]2[CH:28]=[CH:27][C:11]([C:12]([N:14]3[CH2:19][CH2:18][N:17](C(OC(C)(C)C)=O)[CH2:16][CH2:15]3)=[O:13])=[CH:10][CH:9]=2)[CH2:4][CH2:3][CH2:2]1.FC(F)(F)C(O)=O.C(=O)([O-])O.[Na+]. Product: [CH:1]1([NH:5][C:6]([NH:7][C:8]2[CH:9]=[CH:10][C:11]([C:12]([N:14]3[CH2:15][CH2:16][NH:17][CH2:18][CH2:19]3)=[O:13])=[CH:27][CH:28]=2)=[O:29])[CH2:4][CH2:3][CH2:2]1. The catalyst class is: 545. (6) Reactant: [O:1]1[CH2:5][CH2:4][O:3][CH:2]1[C:6]1[CH:11]=[C:10]([O:12][CH3:13])[N:9]=[CH:8][C:7]=1[O:14][CH2:15][C:16]1[C:17](C(=O)/C(/C)=C/N(C)C)=[N:18][CH:19]=[CH:20][CH:21]=1.Cl.[CH:31]([NH:34][NH2:35])([CH3:33])[CH3:32]. Product: [O:1]1[CH2:5][CH2:4][O:3][CH:2]1[C:6]1[C:7]([O:14][CH2:15][C:16]2[C:17]([C:2]3[N:34]([CH:31]([CH3:33])[CH3:32])[N:35]=[CH:7][C:6]=3[CH3:11])=[N:18][CH:19]=[CH:20][CH:21]=2)=[CH:8][N:9]=[C:10]([O:12][CH3:13])[CH:11]=1. The catalyst class is: 14.